Task: Predict the product of the given reaction.. Dataset: Forward reaction prediction with 1.9M reactions from USPTO patents (1976-2016) (1) Given the reactants [CH:1]1([CH2:4][O:5][C:6]2[C:7]([C:13]([N:15]3[CH2:20][CH2:19][CH2:18][CH2:17][C@H:16]3[CH2:21][C:22]3[N:23]=[C:24]4[C:29]([CH3:30])=[C:28]([CH3:31])[CH:27]=[CH:26][N:25]4[CH:32]=3)=[O:14])=[N:8][C:9]([CH3:12])=[CH:10][CH:11]=2)[CH2:3][CH2:2]1.[ClH:33], predict the reaction product. The product is: [ClH:33].[CH:1]1([CH2:4][O:5][C:6]2[C:7]([C:13]([N:15]3[CH2:20][CH2:19][CH2:18][CH2:17][C@H:16]3[CH2:21][C:22]3[N:23]=[C:24]4[C:29]([CH3:30])=[C:28]([CH3:31])[CH:27]=[CH:26][N:25]4[CH:32]=3)=[O:14])=[N:8][C:9]([CH3:12])=[CH:10][CH:11]=2)[CH2:2][CH2:3]1. (2) Given the reactants [CH2:1]([N:3]([CH2:15][CH3:16])[C:4]([C:6]1[CH2:11][CH:10]([CH3:12])[CH2:9][CH:8](Br)[C:7]=1O)=[O:5])[CH3:2].[CH2:17]([O:24][CH2:25][CH2:26][NH:27][C:28]1[CH:33]=[CH:32][CH:31]=[CH:30][CH:29]=1)[C:18]1[CH:23]=[CH:22][CH:21]=[CH:20][CH:19]=1, predict the reaction product. The product is: [CH2:1]([N:3]([CH2:15][CH3:16])[C:4]([CH:6]1[C:7]2[C:33]3[C:28](=[CH:29][CH:30]=[CH:31][CH:32]=3)[N:27]([CH2:26][CH2:25][O:24][CH2:17][C:18]3[CH:23]=[CH:22][CH:21]=[CH:20][CH:19]=3)[C:8]=2[CH2:9][CH:10]([CH3:12])[CH2:11]1)=[O:5])[CH3:2]. (3) Given the reactants [CH3:1][S:2]([OH:5])(=[O:4])=[O:3].[CH2:6]([O:12][C:13]([NH:15][N:16]=[CH:17][C:18]1[CH:23]=[CH:22][C:21]([NH:24][CH2:25][C:26]2[N:30]([CH3:31])[C:29]3[CH:32]=[CH:33][C:34]([C:36]([N:38]([C:46]4[CH:51]=[CH:50][CH:49]=[CH:48][N:47]=4)[CH2:39][CH2:40][C:41]([O:43][CH2:44][CH3:45])=[O:42])=[O:37])=[CH:35][C:28]=3[N:27]=2)=[CH:20][CH:19]=1)=[O:14])[CH2:7][CH2:8][CH2:9][CH2:10][CH3:11], predict the reaction product. The product is: [OH2:3].[CH3:1][S:2]([OH:5])(=[O:4])=[O:3].[CH2:6]([O:12][C:13]([NH:15][N:16]=[CH:17][C:18]1[CH:19]=[CH:20][C:21]([NH:24][CH2:25][C:26]2[N:30]([CH3:31])[C:29]3[CH:32]=[CH:33][C:34]([C:36]([N:38]([C:46]4[CH:51]=[CH:50][CH:49]=[CH:48][N:47]=4)[CH2:39][CH2:40][C:41]([O:43][CH2:44][CH3:45])=[O:42])=[O:37])=[CH:35][C:28]=3[N:27]=2)=[CH:22][CH:23]=1)=[O:14])[CH2:7][CH2:8][CH2:9][CH2:10][CH3:11].[CH2:44]([O:43][C:41](=[O:42])[CH2:40][CH2:39][N:38]([C:46]1[CH:51]=[CH:50][CH:49]=[CH:48][N:47]=1)[C:36]([C:34]1[CH:33]=[CH:32][C:29]2[N:30]([CH3:31])[C:26]([CH2:25][NH:24][C:21]3[CH:20]=[CH:19][C:18]([CH:17]=[N:16][NH:15][C:13]([O:12][CH2:6][CH2:7][CH2:8][CH2:9][CH2:10][CH3:11])=[O:14])=[CH:23][CH:22]=3)=[N:27][C:28]=2[CH:35]=1)=[O:37])[CH3:45].[CH3:1][S:2]([OH:5])(=[O:4])=[O:3]. (4) Given the reactants [H-].[H-].[H-].[H-].[Li+].[Al+3].[CH:7]1([C:12]2[C:16]([CH2:17][O:18][C:19]3[C:24]([F:25])=[CH:23][C:22]([CH2:26][CH2:27][C:28](OCC)=[O:29])=[CH:21][C:20]=3[F:33])=[C:15]([C:34]([F:37])([F:36])[F:35])[S:14][N:13]=2)[CH2:11][CH2:10][CH2:9][CH2:8]1, predict the reaction product. The product is: [CH:7]1([C:12]2[C:16]([CH2:17][O:18][C:19]3[C:20]([F:33])=[CH:21][C:22]([CH2:26][CH2:27][CH2:28][OH:29])=[CH:23][C:24]=3[F:25])=[C:15]([C:34]([F:36])([F:35])[F:37])[S:14][N:13]=2)[CH2:11][CH2:10][CH2:9][CH2:8]1.